This data is from Catalyst prediction with 721,799 reactions and 888 catalyst types from USPTO. The task is: Predict which catalyst facilitates the given reaction. (1) Reactant: [CH2:1]([O:8][C:9]1[CH:14]=[CH:13][C:12]([CH2:15][CH:16]([OH:22])[C:17]([O:19][CH2:20][CH3:21])=[O:18])=[CH:11][CH:10]=1)[C:2]1[CH:7]=[CH:6][CH:5]=[CH:4][CH:3]=1.[C:23]([C:27]1[CH:32]=[CH:31][C:30](O)=[CH:29][CH:28]=1)([CH3:26])([CH3:25])[CH3:24].C1(P(C2C=CC=CC=2)C2C=CC=CC=2)C=CC=CC=1.CCOC(/N=N/C(OCC)=O)=O. Product: [CH2:1]([O:8][C:9]1[CH:14]=[CH:13][C:12]([CH2:15][CH:16]([O:22][C:30]2[CH:31]=[CH:32][C:27]([C:23]([CH3:26])([CH3:25])[CH3:24])=[CH:28][CH:29]=2)[C:17]([O:19][CH2:20][CH3:21])=[O:18])=[CH:11][CH:10]=1)[C:2]1[CH:7]=[CH:6][CH:5]=[CH:4][CH:3]=1. The catalyst class is: 11. (2) Reactant: [F:1][C:2]1[CH:7]=[CH:6][C:5]([NH:8][C:9]2[O:10][CH2:11][C:12](=[O:19])[C:13]=2[C:14]([O:16][CH2:17][CH3:18])=[O:15])=[CH:4][CH:3]=1.[C:20](=O)([O-])[O-].[K+].[K+].CI. Product: [F:1][C:2]1[CH:3]=[CH:4][C:5]([N:8]([C:9]2[O:10][CH2:11][C:12](=[O:19])[C:13]=2[C:14]([O:16][CH2:17][CH3:18])=[O:15])[CH3:20])=[CH:6][CH:7]=1. The catalyst class is: 35.